This data is from Full USPTO retrosynthesis dataset with 1.9M reactions from patents (1976-2016). The task is: Predict the reactants needed to synthesize the given product. (1) Given the product [I:6][C:7]1[CH:8]=[C:9]([C:14]2[NH:15][C:19]([CH3:20])=[CH:18][N:16]=2)[CH:10]=[CH:11][C:12]=1[CH3:13], predict the reactants needed to synthesize it. The reactants are: C(=O)([O-])O.[K+].[I:6][C:7]1[CH:8]=[C:9]([C:14](=[NH:16])[NH2:15])[CH:10]=[CH:11][C:12]=1[CH3:13].Cl[CH2:18][C:19](=O)[CH3:20]. (2) Given the product [NH2:8][C:6]1[N:5]=[C:4]2[C:3]([NH:18][C:21](=[O:22])[N:9]2[C@H:10]2[CH2:11][CH2:12][C@H:13]([O:16][CH3:17])[CH2:14][CH2:15]2)=[C:2]([Cl:1])[N:7]=1, predict the reactants needed to synthesize it. The reactants are: [Cl:1][C:2]1[N:7]=[C:6]([NH2:8])[N:5]=[C:4]([NH:9][C@H:10]2[CH2:15][CH2:14][C@H:13]([O:16][CH3:17])[CH2:12][CH2:11]2)[C:3]=1[NH2:18].C1C[O:22][CH2:21]C1. (3) Given the product [C:1]([C:4]1[NH:5][C:6]2[C:11]([CH:12]=1)=[CH:10][CH:9]=[C:8]([O:13][CH2:14][C:15]1[CH:20]=[CH:19][CH:18]=[CH:17][CH:16]=1)[CH:7]=2)(=[O:2])[NH2:28], predict the reactants needed to synthesize it. The reactants are: [C:1]([C:4]1[NH:5][C:6]2[C:11]([CH:12]=1)=[CH:10][CH:9]=[C:8]([O:13][CH2:14][C:15]1[CH:20]=[CH:19][CH:18]=[CH:17][CH:16]=1)[CH:7]=2)(O)=[O:2].C(Cl)(=O)C(Cl)=O.C[N:28](C=O)C.C([O-])(=O)C.[NH4+]. (4) Given the product [C:1]([O:5][C:6]([NH:8][C@H:9]([C:13]1[CH:18]=[CH:17][C:16]([O:19][CH2:28][C@H:26]2[CH2:25][O:24][C:23]([CH3:41])([CH3:22])[O:27]2)=[CH:15][CH:14]=1)[C:10]([OH:12])=[O:11])=[O:7])([CH3:4])([CH3:2])[CH3:3], predict the reactants needed to synthesize it. The reactants are: [C:1]([O:5][C:6]([NH:8][C@H:9]([C:13]1[CH:18]=[CH:17][C:16]([OH:19])=[CH:15][CH:14]=1)[C:10]([OH:12])=[O:11])=[O:7])([CH3:4])([CH3:3])[CH3:2].[H-].[Na+].[CH3:22][C:23]1([CH3:41])[O:27][C@@H:26]([CH2:28]OS(C2C=C(Cl)C=CC=2Cl)(=O)=O)[CH2:25][O:24]1.Cl.